This data is from Catalyst prediction with 721,799 reactions and 888 catalyst types from USPTO. The task is: Predict which catalyst facilitates the given reaction. (1) Reactant: [N+:1]([C:4]1[CH:5]=[C:6]2[C:10](=[CH:11][CH:12]=1)[NH:9][CH:8]=[CH:7]2)([O-:3])=[O:2].C([O-])([O-])=O.[Cs+].[Cs+].Br[CH2:20][CH2:21][O:22][CH3:23].O. Product: [CH3:23][O:22][CH2:21][CH2:20][N:9]1[C:10]2[C:6](=[CH:5][C:4]([N+:1]([O-:3])=[O:2])=[CH:12][CH:11]=2)[CH:7]=[CH:8]1. The catalyst class is: 3. (2) Reactant: C1(S([N:10]2[C:18]3[C:13](=[CH:14][C:15]([C:19]4[N:20]=[C:21]([C:25]5[CH:30]=[CH:29][CH:28]=[CH:27][N:26]=5)[S:22][C:23]=4[CH3:24])=[CH:16][CH:17]=3)[CH:12]=[C:11]2[C:31]2[CH:36]=[CH:35][CH:34]=[CH:33][C:32]=2[CH3:37])(=O)=O)C=CC=CC=1.C([O-])([O-])=O.[Cs+].[Cs+]. Product: [CH3:24][C:23]1[S:22][C:21]([C:25]2[CH:30]=[CH:29][CH:28]=[CH:27][N:26]=2)=[N:20][C:19]=1[C:15]1[CH:14]=[C:13]2[C:18](=[CH:17][CH:16]=1)[NH:10][C:11]([C:31]1[CH:36]=[CH:35][CH:34]=[CH:33][C:32]=1[CH3:37])=[CH:12]2. The catalyst class is: 36. (3) Reactant: Cl[C:2]1[N:7]=[C:6]([Cl:8])[N:5]=[CH:4][N:3]=1.CCN(C(C)C)C(C)C.[NH2:18][C:19]1[CH:20]=[C:21]([O:27][CH3:28])[C:22]([O:25][CH3:26])=[CH:23][CH:24]=1. Product: [Cl:8][C:6]1[N:5]=[CH:4][N:3]=[C:2]([NH:18][C:19]2[CH:24]=[CH:23][C:22]([O:25][CH3:26])=[C:21]([O:27][CH3:28])[CH:20]=2)[N:7]=1. The catalyst class is: 3. (4) Reactant: [F:1][C:2]([F:15])([F:14])[C:3]1[N:8]=[C:7]([C:9](=[NH:13])OCC)[CH:6]=[CH:5][CH:4]=1.C(N(CC)CC)C.Cl.Cl.N[C:26]1[C:31]([NH2:32])=[CH:30][N:29]=[C:28]([N:33]2[CH2:38][CH2:37][CH2:36][C@@H:35]([C:39]([N:41]3[CH2:45][CH2:44][CH2:43][CH2:42]3)=[O:40])[CH2:34]2)[N:27]=1.C(O)(=O)C. Product: [N:41]1([C:39]([C@@H:35]2[CH2:36][CH2:37][CH2:38][N:33]([C:28]3[N:27]=[C:26]4[C:31]([N:32]=[C:9]([C:7]5[CH:6]=[CH:5][CH:4]=[C:3]([C:2]([F:1])([F:14])[F:15])[N:8]=5)[NH:13]4)=[CH:30][N:29]=3)[CH2:34]2)=[O:40])[CH2:42][CH2:43][CH2:44][CH2:45]1. The catalyst class is: 8. (5) Reactant: [F:1][C:2]1[CH:7]=[C:6]([CH:8]=C)[C:5]([O:10][CH3:11])=[CH:4][C:3]=1[N+:12]([O-:14])=[O:13].N1C(C)=CC=CC=1C.I([O-])(=O)(=O)=[O:24].[Na+]. Product: [F:1][C:2]1[C:3]([N+:12]([O-:14])=[O:13])=[CH:4][C:5]([O:10][CH3:11])=[C:6]([CH:7]=1)[CH:8]=[O:24]. The catalyst class is: 785. (6) Reactant: [Mg].C(Br)C.II.[CH:7]([N:10]([CH2:14][CH2:15][C@@H:16]([C:23]1[CH:28]=[C:27](Br)[CH:26]=[CH:25][C:24]=1[O:30][CH2:31][C:32]1[CH:37]=[CH:36][CH:35]=[CH:34][CH:33]=1)[C:17]1[CH:22]=[CH:21][CH:20]=[CH:19][CH:18]=1)[CH:11]([CH3:13])[CH3:12])([CH3:9])[CH3:8].[C:38](=[O:40])=[O:39].[Cl-].[NH4+]. Product: [CH2:31]([O:30][C:24]1[CH:25]=[CH:26][C:27]([C:38]([OH:40])=[O:39])=[CH:28][C:23]=1[C@@H:16]([C:17]1[CH:22]=[CH:21][CH:20]=[CH:19][CH:18]=1)[CH2:15][CH2:14][N:10]([CH:11]([CH3:13])[CH3:12])[CH:7]([CH3:9])[CH3:8])[C:32]1[CH:37]=[CH:36][CH:35]=[CH:34][CH:33]=1. The catalyst class is: 7. (7) Reactant: [F:1][C:2]([F:23])([F:22])[C:3]1[CH:8]=[CH:7][C:6]([C:9]([N:11]2[CH2:16][CH2:15][CH:14]([C:17]([O:19]CC)=[O:18])[CH2:13][CH2:12]2)=[O:10])=[CH:5][CH:4]=1.[OH-].[Na+]. Product: [F:23][C:2]([F:1])([F:22])[C:3]1[CH:4]=[CH:5][C:6]([C:9]([N:11]2[CH2:16][CH2:15][CH:14]([C:17]([OH:19])=[O:18])[CH2:13][CH2:12]2)=[O:10])=[CH:7][CH:8]=1. The catalyst class is: 72. (8) The catalyst class is: 22. Product: [Cl:17][C:12]1[C:13](=[O:14])[N:9]([C:4]2[CH:5]=[CH:6][C:7]([F:8])=[C:2]([Cl:1])[CH:3]=2)[N:10]([CH3:16])[C:11]=1[CH3:15]. Reactant: [Cl:1][C:2]1[CH:3]=[C:4]([N:9]2[C:13](=[O:14])[CH:12]=[C:11]([CH3:15])[N:10]2[CH3:16])[CH:5]=[CH:6][C:7]=1[F:8].[Cl:17]N1C(=O)CCC1=O. (9) Reactant: C([O:5][CH2:6][CH2:7][O:8][C:9]1[CH:10]=[C:11]([NH:17][CH:18]([C:30]2[CH:35]=[CH:34][C:33]([F:36])=[CH:32][CH:31]=2)[C:19]([C:21]2[C:29]3[C:24](=[CH:25][CH:26]=[CH:27][CH:28]=3)[NH:23][CH:22]=2)=[O:20])[CH:12]=[C:13]([O:15][CH3:16])[CH:14]=1)(C)(C)C.O1CCOCC1. Product: [F:36][C:33]1[CH:32]=[CH:31][C:30]([CH:18]([NH:17][C:11]2[CH:12]=[C:13]([O:15][CH3:16])[CH:14]=[C:9]([O:8][CH2:7][CH2:6][OH:5])[CH:10]=2)[C:19]([C:21]2[C:29]3[C:24](=[CH:25][CH:26]=[CH:27][CH:28]=3)[NH:23][CH:22]=2)=[O:20])=[CH:35][CH:34]=1. The catalyst class is: 33.